This data is from Forward reaction prediction with 1.9M reactions from USPTO patents (1976-2016). The task is: Predict the product of the given reaction. (1) Given the reactants Br[C:2]1[CH:7]=[CH:6][C:5]([C:8](=[C:17]2[CH2:22][CH2:21][CH2:20][CH2:19][CH2:18]2)[C:9]2[CH:14]=[CH:13][C:12]([OH:15])=[CH:11][C:10]=2[CH3:16])=[CH:4][CH:3]=1.[C:23]([O:27][CH2:28][CH3:29])(=[O:26])[CH:24]=[CH2:25].CC1C=CC=CC=1P(C1C=CC=CC=1C)C1C=CC=CC=1C.CCN(CC)CC, predict the reaction product. The product is: [C:17]1(=[C:8]([C:9]2[CH:14]=[CH:13][C:12]([OH:15])=[CH:11][C:10]=2[CH3:16])[C:5]2[CH:6]=[CH:7][C:2](/[CH:25]=[CH:24]/[C:23]([O:27][CH2:28][CH3:29])=[O:26])=[CH:3][CH:4]=2)[CH2:22][CH2:21][CH2:20][CH2:19][CH2:18]1. (2) Given the reactants [CH2:1]([NH2:12])[C:2]1[CH:11]=[CH:10][C:7]([O:8][CH3:9])=[C:4]([O:5][CH3:6])[CH:3]=1.Br[C:14]1[S:18][C:17]([NH2:19])=[N:16][N:15]=1.C(=O)([O-])[O-].[K+].[K+], predict the reaction product. The product is: [CH3:6][O:5][C:4]1[CH:3]=[C:2]([CH:11]=[CH:10][C:7]=1[O:8][CH3:9])[CH2:1][NH:12][C:14]1[S:18][C:17]([NH2:19])=[N:16][N:15]=1. (3) Given the reactants C([N-][CH:5]([CH3:7])[CH3:6])(C)C.[Li+].[C:9]([O:14][CH2:15][CH3:16])(=[O:13])[CH:10]([CH3:12])[CH3:11].Br[CH2:18][CH2:19][CH2:20][CH2:21][CH2:22][CH2:23][CH2:24][CH2:25][CH2:26]Br.CN1[C:34](=[O:35])N(C)CCC1.C1C[O:40][CH2:39][CH2:38]1, predict the reaction product. The product is: [CH2:39]([O:40][C:34](=[O:35])[C:5]([CH3:6])([CH3:7])[CH2:18][CH2:19][CH2:20][CH2:21][CH2:22][CH2:23][CH2:24][CH2:25][CH2:26][C:10]([CH3:12])([CH3:11])[C:9]([O:14][CH2:15][CH3:16])=[O:13])[CH3:38].